Dataset: CYP3A4 inhibition data for predicting drug metabolism from PubChem BioAssay. Task: Regression/Classification. Given a drug SMILES string, predict its absorption, distribution, metabolism, or excretion properties. Task type varies by dataset: regression for continuous measurements (e.g., permeability, clearance, half-life) or binary classification for categorical outcomes (e.g., BBB penetration, CYP inhibition). Dataset: cyp3a4_veith. (1) The drug is CCOc1ccc(/C(O)=C2\C(=O)C(=O)N(CCOCCO)C2c2ccccc2OC)cc1. The result is 0 (non-inhibitor). (2) The drug is COCCNc1nc(SCc2ccccc2)nc2sc3c(c12)CCC3. The result is 1 (inhibitor). (3) The drug is CC(C)Nc1nc(Oc2ccc(Cl)cc2)cc(C(F)(F)F)n1. The result is 0 (non-inhibitor). (4) The drug is CC(C)NC[C@@H](O)c1ccc(O)c2ncccc12. The result is 0 (non-inhibitor). (5) The molecule is Cc1cc(=O)oc(C)c1C(=O)N1CCCCC1. The result is 0 (non-inhibitor). (6) The drug is Cc1ccc(/C=N/n2nnnc2N)cc1[N+](=O)[O-]. The result is 0 (non-inhibitor). (7) The result is 1 (inhibitor). The drug is CCc1nnc(NC(=O)C2Cc3ccccc3CN2S(=O)(=O)c2ccc(C)cc2)s1.